Dataset: Full USPTO retrosynthesis dataset with 1.9M reactions from patents (1976-2016). Task: Predict the reactants needed to synthesize the given product. Given the product [CH3:1][O:2][CH2:3][CH2:4][O:5][CH2:6][O:7][CH2:8][CH2:9][C@H:10]1[CH2:14][CH2:13][CH2:12][N:11]1[S:15]([C:18]1[CH:19]=[C:20]2[C:21]([CH:24]=[CH:28][NH:25]2)=[CH:22][CH:23]=1)(=[O:17])=[O:16], predict the reactants needed to synthesize it. The reactants are: [CH3:1][O:2][CH2:3][CH2:4][O:5][CH2:6][O:7][CH2:8][CH2:9][C@H:10]1[CH2:14][CH2:13][CH2:12][N:11]1[S:15]([C:18]1[CH:23]=[CH:22][C:21]([CH3:24])=[C:20]([N+:25]([O-])=O)[CH:19]=1)(=[O:17])=[O:16].[CH3:28]N(C)C=O.